Dataset: Forward reaction prediction with 1.9M reactions from USPTO patents (1976-2016). Task: Predict the product of the given reaction. (1) Given the reactants [CH3:1][N:2]1[CH2:7][CH2:6][N:5]([CH2:8][CH2:9][O:10][C:11]2[CH:16]=[CH:15][N:14]3[C:17]([C:20]([O-:22])=O)=[CH:18][N:19]=[C:13]3[CH:12]=2)[CH2:4][CH2:3]1.[Li+].ClC1C=C(Cl)C=C(Cl)C=1C(Cl)=O.[CH:36]1([C:39]2[C:47]3[C:46]([NH2:48])=[CH:45][CH:44]=[CH:43][C:42]=3[N:41]([CH2:49][C:50]3[CH:54]=[CH:53][N:52]([CH2:55][CH3:56])[N:51]=3)[N:40]=2)[CH2:38][CH2:37]1, predict the reaction product. The product is: [CH:36]1([C:39]2[C:47]3[C:42](=[CH:43][CH:44]=[CH:45][C:46]=3[NH:48][C:20]([C:17]3[N:14]4[CH:15]=[CH:16][C:11]([O:10][CH2:9][CH2:8][N:5]5[CH2:4][CH2:3][N:2]([CH3:1])[CH2:7][CH2:6]5)=[CH:12][C:13]4=[N:19][CH:18]=3)=[O:22])[N:41]([CH2:49][C:50]3[CH:54]=[CH:53][N:52]([CH2:55][CH3:56])[N:51]=3)[N:40]=2)[CH2:37][CH2:38]1. (2) Given the reactants [NH2:1][C:2]1[CH:3]=[C:4]([CH:36]=[CH:37][CH:38]=1)[CH2:5][O:6][CH2:7][CH2:8][O:9][C:10]1[CH:15]=[CH:14][C:13]([CH2:16][CH2:17][N:18]2[CH2:22][C@@H:21]([C:23]3[CH:34]=[CH:33][C:26]4[O:27][C:28]([CH3:32])([CH3:31])[O:29][CH2:30][C:25]=4[CH:24]=3)[O:20][C:19]2=[O:35])=[CH:12][CH:11]=1.[CH3:39][S:40](Cl)(=[O:42])=[O:41], predict the reaction product. The product is: [CH3:31][C:28]1([CH3:32])[O:27][C:26]2[CH:33]=[CH:34][C:23]([C@H:21]3[O:20][C:19](=[O:35])[N:18]([CH2:17][CH2:16][C:13]4[CH:12]=[CH:11][C:10]([O:9][CH2:8][CH2:7][O:6][CH2:5][C:4]5[CH:3]=[C:2]([NH:1][S:40]([CH3:39])(=[O:42])=[O:41])[CH:38]=[CH:37][CH:36]=5)=[CH:15][CH:14]=4)[CH2:22]3)=[CH:24][C:25]=2[CH2:30][O:29]1.